This data is from Forward reaction prediction with 1.9M reactions from USPTO patents (1976-2016). The task is: Predict the product of the given reaction. Given the reactants [F:1][C:2]1[CH:7]=[C:6]([F:8])[CH:5]=[CH:4][C:3]=1[C@@H:9]([NH:22][C:23]([C:25]1[C:26]([OH:36])=[N:27][C:28]([N:31]2[CH:35]=[CH:34][CH:33]=[N:32]2)=[N:29][CH:30]=1)=[O:24])[C:10]1[CH:15]=[CH:14][C:13]([P:16]([CH3:21])(=[O:20])[O:17]CC)=[CH:12][CH:11]=1.[OH-].[Na+], predict the reaction product. The product is: [F:1][C:2]1[CH:7]=[C:6]([F:8])[CH:5]=[CH:4][C:3]=1[C@@H:9]([NH:22][C:23]([C:25]1[C:26]([OH:36])=[N:27][C:28]([N:31]2[CH:35]=[CH:34][CH:33]=[N:32]2)=[N:29][CH:30]=1)=[O:24])[C:10]1[CH:15]=[CH:14][C:13]([P:16]([CH3:21])(=[O:17])[OH:20])=[CH:12][CH:11]=1.